This data is from Catalyst prediction with 721,799 reactions and 888 catalyst types from USPTO. The task is: Predict which catalyst facilitates the given reaction. (1) Reactant: [N:1]1[CH:6]=[CH:5][CH:4]=[CH:3][C:2]=1[C:7]1[N:12]=[CH:11][N:10]=[C:9]([NH:13][NH2:14])[N:8]=1.[Cl:15][C:16]1[CH:21]=[CH:20][C:19]([S:22][CH:23]([C:27](=O)[CH3:28])[C:24](=O)[CH3:25])=[CH:18][CH:17]=1. Product: [Cl:15][C:16]1[CH:17]=[CH:18][C:19]([S:22][C:23]2[C:24]([CH3:25])=[N:14][N:13]([C:9]3[N:8]=[C:7]([C:2]4[CH:3]=[CH:4][CH:5]=[CH:6][N:1]=4)[N:12]=[CH:11][N:10]=3)[C:27]=2[CH3:28])=[CH:20][CH:21]=1. The catalyst class is: 259. (2) Reactant: [C:1]1([CH:7]([C:18]2[CH:23]=[CH:22][CH:21]=[CH:20][CH:19]=2)[N:8](C2C=CC=CC=2)[C:9](=[O:11])[O-])[CH:6]=[CH:5][CH:4]=[CH:3][CH:2]=1.[CH2:24]([NH:27][C:28]1[N:33]=[C:32]([NH:34][CH2:35][CH2:36][CH3:37])[N:31]=[C:30]([N:38]2[CH2:43][CH2:42][NH:41][CH2:40][CH2:39]2)[N:29]=1)[CH2:25][CH3:26].C1CCN2C(=NCCC2)CC1. Product: [C:18]1([CH:7]([NH:8][C:9]([N:41]2[CH2:40][CH2:39][N:38]([C:30]3[N:29]=[C:28]([NH:27][CH2:24][CH2:25][CH3:26])[N:33]=[C:32]([NH:34][CH2:35][CH2:36][CH3:37])[N:31]=3)[CH2:43][CH2:42]2)=[O:11])[C:1]2[CH:2]=[CH:3][CH:4]=[CH:5][CH:6]=2)[CH:19]=[CH:20][CH:21]=[CH:22][CH:23]=1. The catalyst class is: 1. (3) Reactant: [C:1]1([S:7]([C:10]2[CH:11]=[C:12]([N:23]3[CH:27]=[CH:26][CH:25]=[N:24]3)[C:13]3[O:22][C:21]4[CH2:20][CH2:19][NH:18][CH2:17][C:16]=4[C:14]=3[CH:15]=2)(=[O:9])=[O:8])[CH:6]=[CH:5][CH:4]=[CH:3][CH:2]=1.[ClH:28]. Product: [ClH:28].[C:1]1([S:7]([C:10]2[CH:11]=[C:12]([N:23]3[CH:27]=[CH:26][CH:25]=[N:24]3)[C:13]3[O:22][C:21]4[CH2:20][CH2:19][NH:18][CH2:17][C:16]=4[C:14]=3[CH:15]=2)(=[O:8])=[O:9])[CH:2]=[CH:3][CH:4]=[CH:5][CH:6]=1. The catalyst class is: 98. (4) Reactant: [NH2:1][CH2:2][CH:3]([C:9]1([CH3:14])[O:13][CH2:12][CH2:11][O:10]1)[C:4]([O:6][CH2:7][CH3:8])=[O:5].[N+:15]([C:18]1[CH:19]=[C:20]2[C:25](=O)[O:24][C:22](=[O:23])[C:21]2=[CH:27][CH:28]=1)([O-:17])=[O:16]. Product: [N+:15]([C:18]1[CH:19]=[C:20]2[C:21](=[CH:27][CH:28]=1)[C:22](=[O:23])[N:1]([CH2:2][CH:3]([C:9]1([CH3:14])[O:10][CH2:11][CH2:12][O:13]1)[C:4]([O:6][CH2:7][CH3:8])=[O:5])[C:25]2=[O:24])([O-:17])=[O:16]. The catalyst class is: 22. (5) Reactant: [Cl:1][C:2]1[CH:24]=[CH:23][C:5]([CH2:6][N:7]2[C:11]([CH2:12][CH2:13][C:14](OCC)=[O:15])=[CH:10][C:9]([O:19][CH:20]([CH3:22])[CH3:21])=[N:8]2)=[C:4]([O:25][CH3:26])[CH:3]=1.[H-].C([Al+]CC(C)C)C(C)C.[Cl-].[NH4+]. Product: [Cl:1][C:2]1[CH:24]=[CH:23][C:5]([CH2:6][N:7]2[C:11]([CH2:12][CH2:13][CH2:14][OH:15])=[CH:10][C:9]([O:19][CH:20]([CH3:22])[CH3:21])=[N:8]2)=[C:4]([O:25][CH3:26])[CH:3]=1. The catalyst class is: 207. (6) Reactant: [Si:1]([C:5]#[CH:6])([CH3:4])([CH3:3])[CH3:2].[Li]CCCC.[S:12]1[CH2:15][C:14](=[O:16])[CH2:13]1. Product: [CH3:2][Si:1]([C:5]#[C:6][C:14]1([OH:16])[CH2:15][S:12][CH2:13]1)([CH3:4])[CH3:3]. The catalyst class is: 1. (7) Reactant: [Cl:1][C:2]1[CH:3]=[C:4]([CH:8]2[C:12]([C:15]3[CH:20]=[CH:19][C:18]([Cl:21])=[CH:17][CH:16]=3)([C:13]#[N:14])[CH:11]([CH2:22][C:23]([CH3:26])([CH3:25])[CH3:24])[NH:10][CH:9]2[C:27]([OH:29])=O)[CH:5]=[CH:6][CH:7]=1.[NH2:30][C@H:31]([CH2:34][CH:35]([CH3:37])[CH3:36])[CH2:32][OH:33].CN(C(ON1N=NC2C=CC=NC1=2)=[N+](C)C)C.F[P-](F)(F)(F)(F)F.CCN(C(C)C)C(C)C. Product: [OH:33][CH2:32][C@H:31]([NH:30][C:27]([C@H:9]1[C@H:8]([C:4]2[CH:5]=[CH:6][CH:7]=[C:2]([Cl:1])[CH:3]=2)[C@:12]([C:15]2[CH:16]=[CH:17][C:18]([Cl:21])=[CH:19][CH:20]=2)([C:13]#[N:14])[C@H:11]([CH2:22][C:23]([CH3:26])([CH3:25])[CH3:24])[NH:10]1)=[O:29])[CH2:34][CH:35]([CH3:37])[CH3:36]. The catalyst class is: 2. (8) Reactant: Br[C:2]1[CH:7]=[CH:6][CH:5]=[CH:4][C:3]=1[CH:8]1[CH2:10][CH:9]1[C:11]1([CH3:14])[CH2:13][CH2:12]1.[NH3:15]. Product: [CH3:14][C:11]1([CH:9]2[CH2:10][CH:8]2[C:3]2[CH:4]=[CH:5][CH:6]=[CH:7][C:2]=2[NH2:15])[CH2:13][CH2:12]1. The catalyst class is: 196. (9) The catalyst class is: 15. Reactant: CO[CH:3]1[CH2:7][CH2:6][CH:5](OC)O1.[NH2:10][CH:11]([C:16]1[CH:21]=[CH:20][C:19]([OH:22])=[CH:18][CH:17]=1)[CH2:12][C:13]([OH:15])=[O:14].C([O-])(=O)C.[Na+]. Product: [OH:22][C:19]1[CH:18]=[CH:17][C:16]([CH:11]([N:10]2[CH:3]=[CH:7][CH:6]=[CH:5]2)[CH2:12][C:13]([OH:15])=[O:14])=[CH:21][CH:20]=1. (10) Reactant: [CH:1]1([C:6]([C:12]2[CH:17]=[CH:16][CH:15]=[CH:14][CH:13]=2)([CH3:11])[C:7]([O:9]C)=[O:8])[CH2:5][CH2:4][CH2:3][CH2:2]1.[OH-].[Na+]. Product: [CH:1]1([C:6]([C:12]2[CH:13]=[CH:14][CH:15]=[CH:16][CH:17]=2)([CH3:11])[C:7]([OH:9])=[O:8])[CH2:5][CH2:4][CH2:3][CH2:2]1. The catalyst class is: 5.